The task is: Regression. Given two drug SMILES strings and cell line genomic features, predict the synergy score measuring deviation from expected non-interaction effect.. This data is from NCI-60 drug combinations with 297,098 pairs across 59 cell lines. (1) Drug 1: CC=C1C(=O)NC(C(=O)OC2CC(=O)NC(C(=O)NC(CSSCCC=C2)C(=O)N1)C(C)C)C(C)C. Drug 2: C1CCC(C(C1)N)N.C(=O)(C(=O)[O-])[O-].[Pt+4]. Cell line: BT-549. Synergy scores: CSS=57.0, Synergy_ZIP=-5.03, Synergy_Bliss=-1.31, Synergy_Loewe=-6.33, Synergy_HSA=2.84. (2) Drug 1: C1=CC(=CC=C1CCC2=CNC3=C2C(=O)NC(=N3)N)C(=O)NC(CCC(=O)O)C(=O)O. Drug 2: C1=CC(=CC=C1CCCC(=O)O)N(CCCl)CCCl. Cell line: SNB-19. Synergy scores: CSS=31.9, Synergy_ZIP=-2.95, Synergy_Bliss=-1.95, Synergy_Loewe=-2.90, Synergy_HSA=2.27. (3) Drug 1: CC(C1=C(C=CC(=C1Cl)F)Cl)OC2=C(N=CC(=C2)C3=CN(N=C3)C4CCNCC4)N. Drug 2: CC1=C(C(=O)C2=C(C1=O)N3CC4C(C3(C2COC(=O)N)OC)N4)N. Cell line: SNB-75. Synergy scores: CSS=48.4, Synergy_ZIP=5.34, Synergy_Bliss=8.34, Synergy_Loewe=-8.45, Synergy_HSA=8.49. (4) Synergy scores: CSS=21.2, Synergy_ZIP=15.3, Synergy_Bliss=13.8, Synergy_Loewe=-2.33, Synergy_HSA=8.91. Cell line: SNB-75. Drug 2: CC1=CC2C(CCC3(C2CCC3(C(=O)C)OC(=O)C)C)C4(C1=CC(=O)CC4)C. Drug 1: CC1OCC2C(O1)C(C(C(O2)OC3C4COC(=O)C4C(C5=CC6=C(C=C35)OCO6)C7=CC(=C(C(=C7)OC)O)OC)O)O.